Dataset: Full USPTO retrosynthesis dataset with 1.9M reactions from patents (1976-2016). Task: Predict the reactants needed to synthesize the given product. (1) Given the product [CH3:4][C:3]1([CH3:5])[O:6][CH2:7][CH:8]([CH2:9][OH:10])[CH2:1][O:2]1, predict the reactants needed to synthesize it. The reactants are: [CH3:1][O:2][C:3]([CH3:5])=[CH2:4].[OH:6][CH2:7][CH:8](CO)[CH2:9][OH:10]. (2) Given the product [CH:1]1([C:6]([OH:19])([CH2:9][C:10]([CH3:11])([C:12]2[CH:13]=[CH:14][CH:15]=[CH:16][CH:17]=2)[CH3:18])[CH:7]=[O:8])[CH2:2][CH2:3][CH2:4][CH2:5]1, predict the reactants needed to synthesize it. The reactants are: [CH:1]1([C:6]([OH:19])([CH2:9][C:10]([CH3:18])([C:12]2[CH:17]=[CH:16][CH:15]=[CH:14][CH:13]=2)[CH3:11])[CH2:7][OH:8])[CH2:5][CH2:4][CH2:3][CH2:2]1.CS(C)=O. (3) Given the product [Cl:12][C:5]1[C:6]2[C:11](=[CH:10][CH:9]=[CH:8][CH:7]=2)[C:2]2=[N:18][N:17]=[C:15]([C:14]([F:20])([F:19])[F:13])[N:3]2[N:4]=1, predict the reactants needed to synthesize it. The reactants are: Cl[C:2]1[C:11]2[C:6](=[CH:7][CH:8]=[CH:9][CH:10]=2)[C:5]([Cl:12])=[N:4][N:3]=1.[F:13][C:14]([F:20])([F:19])[C:15]([NH:17][NH2:18])=O. (4) Given the product [CH3:1][O:2][C:3](=[O:36])[C:4]1[CH:5]=[C:6]([CH:30]2[CH2:35][CH2:34][CH2:33][CH2:32][CH2:31]2)[C:7]([C:13]2[CH:14]=[C:15]3[C:20](=[CH:21][CH:22]=2)[N:19]=[C:18]([C:23]2[S:27][C:26]([CH3:28])=[N:25][C:24]=2[CH3:29])[CH:17]=[CH:16]3)=[C:8]([NH2:10])[CH:9]=1, predict the reactants needed to synthesize it. The reactants are: [CH3:1][O:2][C:3](=[O:36])[C:4]1[CH:9]=[C:8]([N+:10]([O-])=O)[C:7]([C:13]2[CH:14]=[C:15]3[C:20](=[CH:21][CH:22]=2)[N:19]=[C:18]([C:23]2[S:27][C:26]([CH3:28])=[N:25][C:24]=2[CH3:29])[CH:17]=[CH:16]3)=[C:6]([CH:30]2[CH2:35][CH2:34][CH2:33][CH2:32][CH2:31]2)[CH:5]=1.